This data is from Reaction yield outcomes from USPTO patents with 853,638 reactions. The task is: Predict the reaction yield, written as a fraction of the theoretical maximum amount of product (1.0 means a 100% yield; for example, 0.34 means a 34% yield). (1) The reactants are [NH:1]1[CH2:6][CH2:5][CH2:4][CH2:3][CH:2]1[CH:7]1[N:12]2[C:13](=[O:19])[NH:14][C:15]3=[CH:16][CH:17]=[CH:18][C:10](=[C:11]23)[O:9][CH2:8]1.C(O)(=O)C.[Br:24]N1C(=O)CCC1=O. The catalyst is C(OCC)(=O)C. The product is [Br:24][C:18]1[C:10]2[O:9][CH2:8][CH:7]([CH:2]3[CH2:3][CH2:4][CH2:5][CH2:6][NH:1]3)[N:12]3[C:13](=[O:19])[NH:14][C:15]([C:11]=23)=[CH:16][CH:17]=1. The yield is 0.850. (2) The reactants are FC(F)(F)C(O)=O.[NH2:8][CH2:9][CH2:10][NH:11][C:12](=[O:17])[C:13]([F:16])([F:15])[F:14].CCN(C(C)C)C(C)C.[N:27]([CH:30]([O:42][CH2:43][CH2:44][O:45][CH2:46][C:47]([O:49][CH2:50][CH3:51])=[O:48])[CH2:31][O:32][C:33]1[CH:34]=[C:35]([CH:39]=[CH:40][CH:41]=1)[C:36](O)=[O:37])=[N+:28]=[N-:29].C1CN([P+](ON2N=NC3C=CC=CC2=3)(N2CCCC2)N2CCCC2)CC1.F[P-](F)(F)(F)(F)F. The catalyst is CN(C=O)C.C(OCC)(=O)C. The product is [CH2:50]([O:49][C:47](=[O:48])[CH2:46][O:45][CH2:44][CH2:43][O:42][CH:30]([N:27]=[N+:28]=[N-:29])[CH2:31][O:32][C:33]1[CH:41]=[CH:40][CH:39]=[C:35]([C:36](=[O:37])[NH:8][CH2:9][CH2:10][NH:11][C:12](=[O:17])[C:13]([F:16])([F:15])[F:14])[CH:34]=1)[CH3:51]. The yield is 0.880. (3) The product is [CH3:20][C@:17]12[C@@:16]3([CH3:21])[C@@H:7]([C@:8]4([CH3:34])[C@@H:13]([CH2:14][CH2:15]3)[C:12]([CH3:22])([CH3:23])[C:11]([C:24]3[CH:33]=[CH:32][C:27]([C:28]([OH:30])=[O:29])=[CH:26][CH:25]=3)=[CH:10][CH2:9]4)[CH2:6][CH2:5][C@@H:4]1[C@H:3]1[C@H:35]([C:38]([CH3:40])=[CH2:39])[CH2:36][CH2:37][C@:2]1([NH:1][C:94](=[O:95])[CH2:93][N:89]1[CH2:90][CH2:91][CH2:92][C:88]1=[O:87])[CH2:19][CH2:18]2. The yield is 0.140. The reactants are [NH2:1][C@:2]12[CH2:37][CH2:36][C@@H:35]([C:38]([CH3:40])=[CH2:39])[C@@H:3]1[C@@H:4]1[C@@:17]([CH3:20])([CH2:18][CH2:19]2)[C@@:16]2([CH3:21])[C@@H:7]([C@:8]3([CH3:34])[C@@H:13]([CH2:14][CH2:15]2)[C:12]([CH3:23])([CH3:22])[C:11]([C:24]2[CH:33]=[CH:32][C:27]([C:28]([O:30]C)=[O:29])=[CH:26][CH:25]=2)=[CH:10][CH2:9]3)[CH2:6][CH2:5]1.CN(C)CCC(N[C@]12CC[C@@H](C(C)=C)[C@@H]1[C@@H]1[C@@](C)(CC2)[C@@]2(C)[C@@H]([C@]3(C)[C@@H](CC2)C(C)(C)C(C2C=CC(C(O)=O)=CC=2)=CC3)CC1)=O.[O:87]=[C:88]1[CH2:92][CH2:91][CH2:90][N:89]1[CH2:93][C:94](O)=[O:95]. No catalyst specified. (4) The reactants are [NH:1]1[C:9]2[C:4](=[CH:5][CH:6]=[CH:7][CH:8]=2)[CH:3]=[CH:2]1.[C:10](OC)(=O)C(OC)=O.CC(C)([O-])C.[K+]. The catalyst is CN(C=O)C.O. The product is [CH3:10][N:1]1[C:9]2[C:4](=[CH:5][CH:6]=[CH:7][CH:8]=2)[CH:3]=[CH:2]1. The yield is 0.960. (5) The reactants are [F:1][C:2]1[CH:10]=[C:9]([O:11][CH3:12])[CH:8]=[C:7]([F:13])[C:3]=1[C:4]([OH:6])=O.CN(C(ON1N=NC2C=CC=NC1=2)=[N+](C)C)C.F[P-](F)(F)(F)(F)F.CCN(CC)CC.[NH2:45][C:46]1[CH:62]=[CH:61][C:49]([O:50][CH2:51][CH2:52][NH:53]C(=O)OC(C)(C)C)=[C:48]([C:63]2[N:67]([CH3:68])[N:66]=[CH:65][CH:64]=2)[CH:47]=1.[C:69]([OH:75])([C:71]([F:74])([F:73])[F:72])=[O:70]. The catalyst is C(Cl)Cl. The product is [F:72][C:71]([F:74])([F:73])[C:69]([OH:75])=[O:70].[NH2:53][CH2:52][CH2:51][O:50][C:49]1[CH:61]=[CH:62][C:46]([NH:45][C:4](=[O:6])[C:3]2[C:7]([F:13])=[CH:8][C:9]([O:11][CH3:12])=[CH:10][C:2]=2[F:1])=[CH:47][C:48]=1[C:63]1[N:67]([CH3:68])[N:66]=[CH:65][CH:64]=1. The yield is 0.340. (6) The reactants are C(OC1C(Br)=[C:7]([C@H:21]2[C@H:26]([O:27][CH2:28][C:29]3[CH:34]=[CH:33][CH:32]=[CH:31][CH:30]=3)[C@@H:25]([O:35][CH2:36][C:37]3[CH:42]=[CH:41][CH:40]=[CH:39][CH:38]=3)[C@H:24]([O:43][CH2:44][C:45]3[CH:50]=[CH:49][CH:48]=[CH:47][CH:46]=3)[C@@H:23]([CH2:51][O:52][CH2:53][C:54]3[CH:59]=[CH:58][CH:57]=[CH:56][CH:55]=3)[O:22]2)[CH:8]=[C:9]([CH2:12][C:13]2[CH:18]=[CH:17][C:16]([CH2:19][CH3:20])=[CH:15][CH:14]=2)[C:10]=1[Cl:11])C=C.[CH3:61]CCC[SnH](CCCC)CCCC.CC(N=NC(C#N)(C)C)(C#N)C.[F-].[K+].[CH3:88][CH2:89][O:90][C:91]([CH3:93])=O. No catalyst specified. The product is [Cl:11][C:10]1[C:91]2[O:90][CH2:89][CH:88]([CH3:61])[C:93]=2[C:7]([C@H:21]2[C@H:26]([O:27][CH2:28][C:29]3[CH:30]=[CH:31][CH:32]=[CH:33][CH:34]=3)[C@@H:25]([O:35][CH2:36][C:37]3[CH:42]=[CH:41][CH:40]=[CH:39][CH:38]=3)[C@H:24]([O:43][CH2:44][C:45]3[CH:46]=[CH:47][CH:48]=[CH:49][CH:50]=3)[C@@H:23]([CH2:51][O:52][CH2:53][C:54]3[CH:59]=[CH:58][CH:57]=[CH:56][CH:55]=3)[O:22]2)=[CH:8][C:9]=1[CH2:12][C:13]1[CH:14]=[CH:15][C:16]([CH2:19][CH3:20])=[CH:17][CH:18]=1. The yield is 0.400.